From a dataset of Catalyst prediction with 721,799 reactions and 888 catalyst types from USPTO. Predict which catalyst facilitates the given reaction. (1) Reactant: [CH3:1][O:2][C:3](=[O:12])[C:4]1[CH:9]=[C:8]([NH2:10])[C:7]([NH2:11])=[N:6][CH:5]=1.[CH:13](OCC)(OCC)[O:14]CC. Product: [CH3:13][CH2:1][O:2][C:3]([CH3:4])=[O:12].[CH3:13][OH:14].[NH4+:6].[OH-:2].[CH3:1][O:2][C:3]([C:4]1[CH:5]=[N:6][C:7]2[N:11]=[CH:13][NH:10][C:8]=2[CH:9]=1)=[O:12]. The catalyst class is: 106. (2) Reactant: [Cl:1][C:2]1[CH:7]=[CH:6][C:5]([CH:8]([C:10]2[CH:15]=[CH:14][C:13]([F:16])=[CH:12][CH:11]=2)[OH:9])=[CH:4][C:3]=1[S:17]([NH2:20])(=[O:19])=[O:18].CC(C)=O.OS(O)(=O)=O.O=[Cr](=O)=O. Product: [Cl:1][C:2]1[CH:7]=[CH:6][C:5]([C:8](=[O:9])[C:10]2[CH:11]=[CH:12][C:13]([F:16])=[CH:14][CH:15]=2)=[CH:4][C:3]=1[S:17]([NH2:20])(=[O:18])=[O:19]. The catalyst class is: 372. (3) Reactant: Cl[C:2]1[N:12]=[CH:11][CH:10]=[CH:9][C:3]=1[C:4]([O:6][CH2:7][CH3:8])=[O:5].[CH2:13]([NH2:21])[CH2:14][C:15]1[CH:20]=[CH:19][CH:18]=[CH:17][CH:16]=1.C(O)C. Product: [CH2:13]([NH:21][C:2]1[N:12]=[CH:11][CH:10]=[CH:9][C:3]=1[C:4]([O:6][CH2:7][CH3:8])=[O:5])[CH2:14][C:15]1[CH:20]=[CH:19][CH:18]=[CH:17][CH:16]=1. The catalyst class is: 6. (4) Reactant: [OH-:1].[Na+].Cl.[NH2:4]O.[NH2:6][C:7]1[S:8][C:9]([CH:12]=O)=[CH:10][N:11]=1. Product: [NH2:6][C:7]1[S:8][C:9]([CH:12]=[N:4][OH:1])=[CH:10][N:11]=1. The catalyst class is: 6. (5) Reactant: [C:1]([O:5][C:6]([N:8]1[CH2:12][CH2:11][CH2:10][CH:9]1[CH:13]=[C:14](Br)Br)=[O:7])([CH3:4])([CH3:3])[CH3:2].[Li]CCCC. Product: [C:1]([O:5][C:6]([N:8]1[CH2:12][CH2:11][CH2:10][CH:9]1[C:13]#[CH:14])=[O:7])([CH3:4])([CH3:3])[CH3:2]. The catalyst class is: 1. (6) Reactant: [CH2:1]([O:3][C:4]([C:6]1[S:10][C:9]([O:11][CH2:12][CH2:13][CH2:14][C:15]2[CH:20]=[CH:19][CH:18]=[C:17]([O:21]C)[CH:16]=2)=[N:8][C:7]=1[CH3:23])=[O:5])[CH3:2].B(Br)(Br)Br. Product: [CH2:1]([O:3][C:4]([C:6]1[S:10][C:9]([O:11][CH2:12][CH2:13][CH2:14][C:15]2[CH:20]=[CH:19][CH:18]=[C:17]([OH:21])[CH:16]=2)=[N:8][C:7]=1[CH3:23])=[O:5])[CH3:2]. The catalyst class is: 2. (7) Reactant: [CH2:1]([O:8][N:9]1[C:18](=[O:19])[C:17]2[C:12](=[CH:13][C:14]([F:21])=[C:15]([F:20])[CH:16]=2)[NH:11][C:10]1=[O:22])[C:2]1[CH:7]=[CH:6][CH:5]=[CH:4][CH:3]=1.[H-].[Na+].[CH2:25](I)[CH3:26]. Product: [CH2:1]([O:8][N:9]1[C:18](=[O:19])[C:17]2[C:12](=[CH:13][C:14]([F:21])=[C:15]([F:20])[CH:16]=2)[N:11]([CH2:25][CH3:26])[C:10]1=[O:22])[C:2]1[CH:7]=[CH:6][CH:5]=[CH:4][CH:3]=1. The catalyst class is: 3. (8) Reactant: [Cl:1][C:2]1[CH:33]=[CH:32][C:5]([CH2:6][NH:7][C:8]([C:10]2[C:11](=[O:31])[C:12]3[CH:19]=[C:18]([CH2:20][O:21][CH2:22][CH:23]([OH:30])[C:24]4[CH:29]=[CH:28][CH:27]=[CH:26][CH:25]=4)[S:17][C:13]=3[N:14]([CH3:16])[CH:15]=2)=[O:9])=[CH:4][CH:3]=1.CC(OI1(OC(C)=O)(OC(C)=O)OC(=O)C2C=CC=CC1=2)=O. The catalyst class is: 2. Product: [Cl:1][C:2]1[CH:3]=[CH:4][C:5]([CH2:6][NH:7][C:8]([C:10]2[C:11](=[O:31])[C:12]3[CH:19]=[C:18]([CH2:20][O:21][CH2:22][C:23](=[O:30])[C:24]4[CH:25]=[CH:26][CH:27]=[CH:28][CH:29]=4)[S:17][C:13]=3[N:14]([CH3:16])[CH:15]=2)=[O:9])=[CH:32][CH:33]=1. (9) Reactant: CC([CH:5]1[CH2:10][N:9]([CH2:11][CH:12]([F:24])[C:13]2[CH:22]=[CH:21][C:16]3[C:17](=[O:20])[O:18][CH2:19][C:15]=3[C:14]=2[CH3:23])[CH2:8][CH2:7][N:6]1C([O-])=O)(C)C.[ClH:28]. Product: [ClH:28].[F:24][CH:12]([C:13]1[CH:22]=[CH:21][C:16]2[C:17](=[O:20])[O:18][CH2:19][C:15]=2[C:14]=1[CH3:23])[CH2:11][N:9]1[CH2:10][CH2:5][NH:6][CH2:7][CH2:8]1. The catalyst class is: 12.